This data is from Forward reaction prediction with 1.9M reactions from USPTO patents (1976-2016). The task is: Predict the product of the given reaction. (1) Given the reactants Br[C:2]1[C:8]([CH3:9])=[CH:7][CH:6]=[CH:5][C:3]=1[NH2:4].CC1(C)C(C)(C)OB([C:18]2[C:19]3[CH:26]=[C:25]([CH2:27][OH:28])[CH:24]=[CH:23][C:20]=3[S:21][CH:22]=2)O1.C([O-])([O-])=O.[Cs+].[Cs+], predict the reaction product. The product is: [NH2:4][C:3]1[CH:5]=[CH:6][CH:7]=[C:8]([CH3:9])[C:2]=1[C:18]1[C:19]2[CH:26]=[C:25]([CH2:27][OH:28])[CH:24]=[CH:23][C:20]=2[S:21][CH:22]=1. (2) Given the reactants [NH2:1][C@:2]([CH3:25])([CH2:5][CH2:6][C:7]1[N:8]([CH3:24])[C:9]([C:12](=[O:23])[CH2:13][CH2:14][CH2:15][CH2:16][C:17]2[CH:22]=[CH:21][CH:20]=[CH:19][CH:18]=2)=[CH:10][CH:11]=1)[CH2:3][OH:4].[BH4-].[Na+].O, predict the reaction product. The product is: [NH2:1][C@:2]([CH3:25])([CH2:5][CH2:6][C:7]1[N:8]([CH3:24])[C:9]([CH:12]([OH:23])[CH2:13][CH2:14][CH2:15][CH2:16][C:17]2[CH:18]=[CH:19][CH:20]=[CH:21][CH:22]=2)=[CH:10][CH:11]=1)[CH2:3][OH:4].